Dataset: NCI-60 drug combinations with 297,098 pairs across 59 cell lines. Task: Regression. Given two drug SMILES strings and cell line genomic features, predict the synergy score measuring deviation from expected non-interaction effect. Drug 1: CC12CCC3C(C1CCC2=O)CC(=C)C4=CC(=O)C=CC34C. Drug 2: C(CC(=O)O)C(=O)CN.Cl. Cell line: EKVX. Synergy scores: CSS=22.8, Synergy_ZIP=-1.10, Synergy_Bliss=-5.53, Synergy_Loewe=-4.95, Synergy_HSA=-3.62.